This data is from Reaction yield outcomes from USPTO patents with 853,638 reactions. The task is: Predict the reaction yield, written as a fraction of the theoretical maximum amount of product (1.0 means a 100% yield; for example, 0.34 means a 34% yield). (1) The reactants are I[C:2]1[CH2:6][O:5][C:4](=[O:7])[CH:3]=1.[C:8]([C:10]1([OH:23])[C:20]2([CH3:21])[CH:18]([CH2:19]2)[C:13]2([O:17][CH2:16][CH2:15][O:14]2)[CH:12]=[C:11]1[CH3:22])#[CH:9].C(NC(C)C)(C)C.[Cl-].[NH4+].OC1(C#CC2COC(=O)C=2)C(C)=CC(=O)C2C1(C)C2. The catalyst is [Cu]I.Cl[Pd](Cl)([P](C1C=CC=CC=1)(C1C=CC=CC=1)C1C=CC=CC=1)[P](C1C=CC=CC=1)(C1C=CC=CC=1)C1C=CC=CC=1.C(OCC)(=O)C.CCCCCCC.O.C1(C)C=CC=CC=1. The product is [OH:23][C:10]1([C:8]#[C:9][C:2]2[CH2:6][O:5][C:4](=[O:7])[CH:3]=2)[C:20]2([CH3:21])[CH:18]([CH2:19]2)[C:13]2([O:14][CH2:15][CH2:16][O:17]2)[CH:12]=[C:11]1[CH3:22]. The yield is 0.0500. (2) The reactants are [CH2:1]([O:3][C:4](=[O:22])[CH2:5][NH:6][CH2:7][CH2:8][NH:9][S:10]([C:13]1[S:14][C:15]2[CH:21]=[CH:20][CH:19]=[CH:18][C:16]=2[N:17]=1)(=[O:12])=[O:11])[CH3:2].[CH3:23][S:24][CH2:25][CH2:26][O:27][C:28]([NH:30][C:31]1[N:39]=[CH:38][N:37]=[C:36]2[C:32]=1[N:33]=[CH:34][N:35]2[CH2:40][C:41](O)=[O:42])=[O:29]. No catalyst specified. The product is [CH2:1]([O:3][C:4](=[O:22])[CH2:5][N:6]([CH2:7][CH2:8][NH:9][S:10]([C:13]1[S:14][C:15]2[CH:21]=[CH:20][CH:19]=[CH:18][C:16]=2[N:17]=1)(=[O:12])=[O:11])[C:41](=[O:42])[CH2:40][N:35]1[CH:34]=[N:33][C:32]2[C:36]1=[N:37][CH:38]=[N:39][C:31]=2[NH:30][C:28]([O:27][CH2:26][CH2:25][S:24][CH3:23])=[O:29])[CH3:2]. The yield is 0.850. (3) The reactants are Cl.[NH:2]1[CH2:7][CH2:6][CH2:5][CH:4]([C:8]2[CH:23]=[CH:22][C:11]([O:12][C:13]3[CH:21]=[CH:20][C:16]([C:17]([NH2:19])=[O:18])=[CH:15][N:14]=3)=[CH:10][CH:9]=2)[CH2:3]1.[F:24][C:25]1[CH:26]=[C:27]([CH:30]=[CH:31][CH:32]=1)[CH:28]=O.[BH4-].[Na+]. No catalyst specified. The product is [F:24][C:25]1[CH:26]=[C:27]([CH:30]=[CH:31][CH:32]=1)[CH2:28][N:2]1[CH2:7][CH2:6][CH2:5][CH:4]([C:8]2[CH:9]=[CH:10][C:11]([O:12][C:13]3[CH:21]=[CH:20][C:16]([C:17]([NH2:19])=[O:18])=[CH:15][N:14]=3)=[CH:22][CH:23]=2)[CH2:3]1. The yield is 0.410. (4) The reactants are [ClH:1].O1CCOCC1.[O:8]([C:15]1[C:16]([NH:31][C:32]2[S:33][CH:34]=[C:35]([CH2:37][CH:38]3[CH2:43][CH2:42][N:41](C(OC(C)(C)C)=O)[CH2:40][CH2:39]3)[N:36]=2)=[N:17][CH:18]=[C:19]([S:21][C:22]2[CH:27]=[CH:26][N:25]=[C:24]3[CH:28]=[CH:29][S:30][C:23]=23)[CH:20]=1)[C:9]1[CH:14]=[CH:13][CH:12]=[CH:11][CH:10]=1. The catalyst is ClCCl.CO. The product is [ClH:1].[ClH:1].[O:8]([C:15]1[C:16]([NH:31][C:32]2[S:33][CH:34]=[C:35]([CH2:37][CH:38]3[CH2:43][CH2:42][NH:41][CH2:40][CH2:39]3)[N:36]=2)=[N:17][CH:18]=[C:19]([S:21][C:22]2[CH:27]=[CH:26][N:25]=[C:24]3[CH:28]=[CH:29][S:30][C:23]=23)[CH:20]=1)[C:9]1[CH:14]=[CH:13][CH:12]=[CH:11][CH:10]=1. The yield is 0.985.